Dataset: NCI-60 drug combinations with 297,098 pairs across 59 cell lines. Task: Regression. Given two drug SMILES strings and cell line genomic features, predict the synergy score measuring deviation from expected non-interaction effect. (1) Drug 1: C1CN(P(=O)(OC1)NCCCl)CCCl. Drug 2: C1C(C(OC1N2C=NC(=NC2=O)N)CO)O. Cell line: SF-295. Synergy scores: CSS=2.58, Synergy_ZIP=-3.96, Synergy_Bliss=-7.71, Synergy_Loewe=-65.9, Synergy_HSA=-7.04. (2) Drug 1: CCC(=C(C1=CC=CC=C1)C2=CC=C(C=C2)OCCN(C)C)C3=CC=CC=C3.C(C(=O)O)C(CC(=O)O)(C(=O)O)O. Synergy scores: CSS=4.05, Synergy_ZIP=0.660, Synergy_Bliss=4.26, Synergy_Loewe=0.229, Synergy_HSA=0.649. Drug 2: CCCCCOC(=O)NC1=NC(=O)N(C=C1F)C2C(C(C(O2)C)O)O. Cell line: DU-145. (3) Drug 1: C1CCN(CC1)CCOC2=CC=C(C=C2)C(=O)C3=C(SC4=C3C=CC(=C4)O)C5=CC=C(C=C5)O. Drug 2: CC1CCCC2(C(O2)CC(NC(=O)CC(C(C(=O)C(C1O)C)(C)C)O)C(=CC3=CSC(=N3)C)C)C. Cell line: NCI-H226. Synergy scores: CSS=6.94, Synergy_ZIP=-2.13, Synergy_Bliss=-3.68, Synergy_Loewe=-10.7, Synergy_HSA=-6.24. (4) Drug 1: CC1=C(C=C(C=C1)NC2=NC=CC(=N2)N(C)C3=CC4=NN(C(=C4C=C3)C)C)S(=O)(=O)N.Cl. Drug 2: C1=CC(=C2C(=C1NCCNCCO)C(=O)C3=C(C=CC(=C3C2=O)O)O)NCCNCCO. Cell line: MOLT-4. Synergy scores: CSS=72.3, Synergy_ZIP=2.88, Synergy_Bliss=3.68, Synergy_Loewe=3.97, Synergy_HSA=4.26. (5) Drug 1: CN(C(=O)NC(C=O)C(C(C(CO)O)O)O)N=O. Drug 2: CC1CCCC2(C(O2)CC(NC(=O)CC(C(C(=O)C(C1O)C)(C)C)O)C(=CC3=CSC(=N3)C)C)C. Cell line: SW-620. Synergy scores: CSS=52.2, Synergy_ZIP=1.53, Synergy_Bliss=0.260, Synergy_Loewe=-9.03, Synergy_HSA=2.05. (6) Drug 1: CCCCC(=O)OCC(=O)C1(CC(C2=C(C1)C(=C3C(=C2O)C(=O)C4=C(C3=O)C=CC=C4OC)O)OC5CC(C(C(O5)C)O)NC(=O)C(F)(F)F)O. Drug 2: C(CCl)NC(=O)N(CCCl)N=O. Cell line: MDA-MB-231. Synergy scores: CSS=27.3, Synergy_ZIP=-11.6, Synergy_Bliss=-12.0, Synergy_Loewe=-12.6, Synergy_HSA=-7.42. (7) Drug 1: CC1=C(C(=CC=C1)Cl)NC(=O)C2=CN=C(S2)NC3=CC(=NC(=N3)C)N4CCN(CC4)CCO. Drug 2: C(CN)CNCCSP(=O)(O)O. Cell line: UACC62. Synergy scores: CSS=2.10, Synergy_ZIP=-1.80, Synergy_Bliss=-1.44, Synergy_Loewe=-2.29, Synergy_HSA=-1.46.